This data is from Forward reaction prediction with 1.9M reactions from USPTO patents (1976-2016). The task is: Predict the product of the given reaction. The product is: [Cl:1][C:2]1[CH:7]=[CH:6][C:5]([C:8]2[C:14]3[CH:15]=[CH:16][CH:17]=[CH:18][C:13]=3[N:12]3[C:19]([CH3:22])=[N:20][N:21]=[C:11]3[C@H:10]([CH2:23][C:24]([OH:26])=[O:25])[CH:9]=2)=[CH:4][CH:3]=1. Given the reactants [Cl:1][C:2]1[CH:7]=[CH:6][C:5]([C:8]2[C:14]3[CH:15]=[CH:16][CH:17]=[CH:18][C:13]=3[N:12]3[C:19]([CH3:22])=[N:20][N:21]=[C:11]3[C@H:10]([CH2:23][C:24]([O:26]C(C)(C)C)=[O:25])[CH:9]=2)=[CH:4][CH:3]=1, predict the reaction product.